Dataset: Forward reaction prediction with 1.9M reactions from USPTO patents (1976-2016). Task: Predict the product of the given reaction. (1) Given the reactants C([N:8]1[CH2:13][CH2:12][P:11](=[O:17])([CH:14]([CH3:16])[CH3:15])[CH2:10][CH2:9]1)C1C=CC=CC=1.C(O)C.O.O.[C:23]([OH:28])(=[O:27])[C:24]([OH:26])=[O:25], predict the reaction product. The product is: [C:23]([OH:28])(=[O:27])[C:24]([OH:26])=[O:25].[CH3:15][CH:14]([P:11]1(=[O:17])[CH2:12][CH2:13][NH:8][CH2:9][CH2:10]1)[CH3:16]. (2) Given the reactants O[CH2:2][CH2:3][N:4]1[CH2:9][CH2:8][N:7]([C:10]([O:12][C:13]([CH3:16])([CH3:15])[CH3:14])=[O:11])[CH2:6][CH2:5]1.C1C=CC(P(C2C=CC=CC=2)C2C=CC=CC=2)=CC=1.N1C=NCC=1.[I:41]I, predict the reaction product. The product is: [I:41][CH2:2][CH2:3][N:4]1[CH2:9][CH2:8][N:7]([C:10]([O:12][C:13]([CH3:16])([CH3:15])[CH3:14])=[O:11])[CH2:6][CH2:5]1.